From a dataset of Reaction yield outcomes from USPTO patents with 853,638 reactions. Predict the reaction yield, written as a fraction of the theoretical maximum amount of product (1.0 means a 100% yield; for example, 0.34 means a 34% yield). (1) The reactants are [Br:1][C:2]1[CH:11]=[CH:10][C:5]([C:6]([O:8]C)=O)=[CH:4][C:3]=1[F:12].[Cl:13][CH2:14]I.[Li+].CC([N-]C(C)C)C. The catalyst is C1COCC1.CC(C)=O.C(=O)=O. The product is [Br:1][C:2]1[CH:11]=[CH:10][C:5]([C:6](=[O:8])[CH2:14][Cl:13])=[CH:4][C:3]=1[F:12]. The yield is 0.280. (2) The reactants are [CH2:1]([O:3][C:4]1[CH:5]=[C:6]([C:10]2[C:15]3[CH:16]=[C:17]([C:22]([O:24]C)=[O:23])[N:18]([CH2:19][CH2:20][OH:21])[C:14]=3[CH:13]=[CH:12][N:11]=2)[CH:7]=[CH:8][CH:9]=1)[CH3:2].[F:26][C:27]([F:36])([F:35])[C:28]1[N:33]=[CH:32][C:31](O)=[CH:30][CH:29]=1.C1C=CC(P(C2C=CC=CC=2)C2C=CC=CC=2)=CC=1.CC(OC(/N=N/C(OC(C)C)=O)=O)C.[OH-].[Na+]. The catalyst is C1COCC1. The product is [CH2:1]([O:3][C:4]1[CH:5]=[C:6]([C:10]2[C:15]3[CH:16]=[C:17]([C:22]([OH:24])=[O:23])[N:18]([CH2:19][CH2:20][O:21][C:31]4[CH:32]=[N:33][C:28]([C:27]([F:36])([F:35])[F:26])=[CH:29][CH:30]=4)[C:14]=3[CH:13]=[CH:12][N:11]=2)[CH:7]=[CH:8][CH:9]=1)[CH3:2]. The yield is 0.760. (3) The catalyst is [Cl-].[Na+].O. The product is [F:9][C:8]1[C:3]([CH2:2][N:21]2[C:22](=[O:29])[C:23]3[C:28](=[CH:27][CH:26]=[CH:25][CH:24]=3)[C:20]2=[O:19])=[CH:4][C:5]([CH:10]2[CH2:13][CH:12]([O:14][C:15]([F:18])([F:17])[F:16])[CH2:11]2)=[N:6][CH:7]=1. The yield is 0.980. The reactants are Cl[CH2:2][C:3]1[C:8]([F:9])=[CH:7][N:6]=[C:5]([CH:10]2[CH2:13][CH:12]([O:14][C:15]([F:18])([F:17])[F:16])[CH2:11]2)[CH:4]=1.[O:19]=[C:20]1[C:28]2[C:23](=[CH:24][CH:25]=[CH:26][CH:27]=2)[C:22](=[O:29])[N-:21]1.[K+].CN(C)C=O. (4) The reactants are [N:1]([CH2:4][CH2:5][NH:6][C:7](=[O:21])[CH2:8][CH2:9][CH2:10][CH2:11][CH2:12][CH2:13][CH2:14][CH2:15][CH2:16][CH2:17]CCC)=[N+:2]=[N-:3].[CH2:22](C1C=CC(C(Cl)=O)=CC=1)[CH2:23]CCCC.N(CCN)=[N+]=[N-].C(N(CC)CC)C. The catalyst is ClCCl. The product is [N:1]([CH2:4][CH2:5][NH:6][C:7](=[O:21])[C:8]1[CH:9]=[CH:10][C:11]([CH2:12][CH2:13][CH2:14][CH2:15][CH2:16][CH3:17])=[CH:23][CH:22]=1)=[N+:2]=[N-:3]. The yield is 0.840.